The task is: Predict the reaction yield, written as a fraction of the theoretical maximum amount of product (1.0 means a 100% yield; for example, 0.34 means a 34% yield).. This data is from Reaction yield outcomes from USPTO patents with 853,638 reactions. (1) The reactants are [CH3:1][O:2][C:3]1[CH:30]=[CH:29][CH:28]=[CH:27][C:4]=1[C:5]([C:7]1[CH:12]=[CH:11][C:10]([CH3:13])=[CH:9][C:8]=1[NH:14][C:15](=[O:26])[NH:16][C:17]1[S:18][CH:19]=[C:20]([CH2:22][C:23]([OH:25])=O)[N:21]=1)=[O:6].[CH3:31][O:32][CH2:33][CH2:34][NH2:35]. No catalyst specified. The product is [CH3:1][O:2][C:3]1[CH:30]=[CH:29][CH:28]=[CH:27][C:4]=1[C:5]([C:7]1[CH:12]=[CH:11][C:10]([CH3:13])=[CH:9][C:8]=1[NH:14][C:15](=[O:26])[NH:16][C:17]1[S:18][CH:19]=[C:20]([CH2:22][C:23]([NH:35][CH2:34][CH2:33][O:32][CH3:31])=[O:25])[N:21]=1)=[O:6]. The yield is 0.700. (2) The reactants are [CH2:1]([C:5]1([C:9]2[CH:16]=[CH:15][C:12]([CH:13]=[O:14])=[CH:11][CH:10]=2)[CH2:8][CH2:7][CH2:6]1)[CH2:2][CH2:3][CH3:4].C(C1(C2C=CC(C=O)=CC=2)CC1)C.[BH4-].[K+]. No catalyst specified. The product is [CH2:1]([C:5]1([C:9]2[CH:16]=[CH:15][C:12]([CH2:13][OH:14])=[CH:11][CH:10]=2)[CH2:6][CH2:7][CH2:8]1)[CH2:2][CH2:3][CH3:4]. The yield is 0.620. (3) The reactants are [CH3:1][O:2][C:3](=[O:12])[CH:4]([C:6]1[CH:11]=[CH:10][CH:9]=[CH:8][CH:7]=1)Br.CCN(CC)CC.[N:20]1[CH:25]=[CH:24][CH:23]=[CH:22][C:21]=1[N:26]1[CH2:31][CH2:30][NH:29][CH2:28][CH2:27]1. The catalyst is O1CCCC1. The product is [CH3:1][O:2][C:3](=[O:12])[CH:4]([C:6]1[CH:11]=[CH:10][CH:9]=[CH:8][CH:7]=1)[N:29]1[CH2:30][CH2:31][N:26]([C:21]2[CH:22]=[CH:23][CH:24]=[CH:25][N:20]=2)[CH2:27][CH2:28]1. The yield is 1.00. (4) The yield is 0.525. The reactants are Cl[C:2]1[N:7]=[C:6]([CH3:8])[N:5]=[C:4]([N:9]([CH2:19][C:20]2[CH:25]=[CH:24][C:23]([O:26][CH3:27])=[CH:22][CH:21]=2)[CH2:10][C:11]2[CH:16]=[CH:15][C:14]([O:17][CH3:18])=[CH:13][CH:12]=2)[N:3]=1.[F:28][C:29]1[C:34](B(O)O)=[CH:33][C:32]([CH:38]([N:40]2[CH2:45][CH2:44][O:43][CH2:42][CH2:41]2)[CH3:39])=[CH:31][N:30]=1.C([O-])(=O)C.[K+].O. The product is [F:28][C:29]1[C:34]([C:2]2[N:7]=[C:6]([CH3:8])[N:5]=[C:4]([N:9]([CH2:19][C:20]3[CH:25]=[CH:24][C:23]([O:26][CH3:27])=[CH:22][CH:21]=3)[CH2:10][C:11]3[CH:16]=[CH:15][C:14]([O:17][CH3:18])=[CH:13][CH:12]=3)[N:3]=2)=[CH:33][C:32]([CH:38]([N:40]2[CH2:45][CH2:44][O:43][CH2:42][CH2:41]2)[CH3:39])=[CH:31][N:30]=1. The catalyst is C(=O)(O)[O-].[Na+].O1CCOCC1. (5) The reactants are [Br:1][C:2]1[CH:7]=[C:6]([C:8]2[C:20]3[C:19]([CH3:21])=[C:18]([CH3:22])[O:17][C:16]=3[CH:15]=[C:14]3[C:9]=2[CH:10]=[CH:11][CH:12]=[CH:13]3)[CH:5]=[C:4]([CH2:23][CH3:24])[C:3]=1[OH:25].[H-].[Na+].Br[CH2:29][CH2:30][CH2:31][C:32]([O:34][CH3:35])=[O:33].C(=O)([O-])[O-].[K+].[K+]. The catalyst is C1C=CC=CC=1. The product is [CH3:35][O:34][C:32](=[O:33])[CH2:31][CH2:30][CH2:29][O:25][C:3]1[C:4]([CH2:23][CH3:24])=[CH:5][C:6]([C:8]2[C:20]3[C:19]([CH3:21])=[C:18]([CH3:22])[O:17][C:16]=3[CH:15]=[C:14]3[C:9]=2[CH:10]=[CH:11][CH:12]=[CH:13]3)=[CH:7][C:2]=1[Br:1]. The yield is 0.820.